Predict hERG channel inhibition at various concentrations. From a dataset of hERG Central: cardiac toxicity at 1µM, 10µM, and general inhibition. (1) The molecule is O=C(NCc1ccccc1CN1CCCC1)C1CCN(S(=O)(=O)c2ccc(Cl)cc2)CC1. Results: hERG_inhib (hERG inhibition (general)): blocker. (2) The molecule is CCOC(=O)C1(CCc2ccccc2)CCN(Cc2csc(C(C)=O)c2)CC1. Results: hERG_inhib (hERG inhibition (general)): blocker.